Predict the reaction yield, written as a fraction of the theoretical maximum amount of product (1.0 means a 100% yield; for example, 0.34 means a 34% yield). From a dataset of Reaction yield outcomes from USPTO patents with 853,638 reactions. (1) The reactants are [C:1]([O:5][C:6](=[O:27])[N:7]([C:9]1[CH:14]=[CH:13][CH:12]=[C:11]([CH2:15][CH2:16][O:17][C:18]2[CH:19]=[C:20]3[C:24](=[CH:25][CH:26]=2)[NH:23][CH:22]=[CH:21]3)[N:10]=1)[CH3:8])([CH3:4])([CH3:3])[CH3:2].[CH2:28]([O:30][C:31](=[O:40])[C:32]#[C:33][C:34]1[CH:39]=[CH:38][CH:37]=[CH:36][CH:35]=1)[CH3:29]. No catalyst specified. The product is [CH2:28]([O:30][C:31](=[O:40])[CH:32]=[C:33]([N:23]1[C:24]2[C:20](=[CH:19][C:18]([O:17][CH2:16][CH2:15][C:11]3[CH:12]=[CH:13][CH:14]=[C:9]([N:7]([C:6]([O:5][C:1]([CH3:4])([CH3:2])[CH3:3])=[O:27])[CH3:8])[N:10]=3)=[CH:26][CH:25]=2)[CH:21]=[CH:22]1)[C:34]1[CH:39]=[CH:38][CH:37]=[CH:36][CH:35]=1)[CH3:29]. The yield is 0.810. (2) The reactants are [CH3:1][N:2]([C@@H:4]1[C:22](=[O:23])[C:21]([C:24]([NH2:26])=[O:25])=[C:20]([OH:27])[C@:19]2([OH:28])[C@H:5]1[CH2:6][C@H:7]1[C:16]([C:17]2=[O:18])=[C:15]([OH:29])[C:14]2[C:9](=[C:10](I)[CH:11]=[CH:12][C:13]=2[OH:30])[CH2:8]1)[CH3:3]. The catalyst is CC([O-])=O.CC([O-])=O.[Pd+2].CO. The product is [CH3:1][N:2]([C@@H:4]1[C:22](=[O:23])[C:21]([C:24]([NH2:26])=[O:25])=[C:20]([OH:27])[C@:19]2([OH:28])[C@H:5]1[CH2:6][C@H:7]1[C:16]([C:17]2=[O:18])=[C:15]([OH:29])[C:14]2[C:9](=[C:10]([C:4]3[CH:22]=[CH:21][CH:20]=[CH:19][CH:5]=3)[CH:11]=[CH:12][C:13]=2[OH:30])[CH2:8]1)[CH3:3]. The yield is 0.420. (3) The catalyst is C(Cl)Cl. The product is [C:1]([C@H:5]1[CH2:10][CH2:9][C@H:8]([O:11][C:12]2[CH:13]=[C:14]3[C:19](=[CH:20][CH:21]=2)[CH:18]=[C:17]([CH2:22][N:32]2[CH2:33][CH2:34][C:29]([CH3:28])([C:35]([O:37][CH2:38][CH3:39])=[O:36])[CH2:30][CH2:31]2)[CH:16]=[CH:15]3)[CH2:7][CH2:6]1)([CH3:4])([CH3:3])[CH3:2]. The yield is 0.300. The reactants are [C:1]([C@H:5]1[CH2:10][CH2:9][C@H:8]([O:11][C:12]2[CH:13]=[C:14]3[C:19](=[CH:20][CH:21]=2)[CH:18]=[C:17]([CH:22]=O)[CH:16]=[CH:15]3)[CH2:7][CH2:6]1)([CH3:4])([CH3:3])[CH3:2].CC(O)=O.[CH3:28][C:29]1([C:35]([O:37][CH2:38][CH3:39])=[O:36])[CH2:34][CH2:33][NH:32][CH2:31][CH2:30]1.[BH3-]C#N.[Na+].